From a dataset of Full USPTO retrosynthesis dataset with 1.9M reactions from patents (1976-2016). Predict the reactants needed to synthesize the given product. Given the product [N:24]1[CH:25]=[CH:26][CH:27]=[N:28][C:23]=1[N:6]1[CH2:7][C@H:8]([S:10]([C:13]2[CH:18]=[CH:17][CH:16]=[CH:15][C:14]=2[C:19]([F:20])([F:21])[F:22])(=[O:12])=[O:11])[CH2:9][C@H:5]1[C:3]([OH:4])=[O:2], predict the reactants needed to synthesize it. The reactants are: C[O:2][C:3]([C@@H:5]1[CH2:9][C@@H:8]([S:10]([C:13]2[CH:18]=[CH:17][CH:16]=[CH:15][C:14]=2[C:19]([F:22])([F:21])[F:20])(=[O:12])=[O:11])[CH2:7][N:6]1[C:23]1[N:28]=[CH:27][CH:26]=[CH:25][N:24]=1)=[O:4].[OH-].[Li+].